Dataset: Forward reaction prediction with 1.9M reactions from USPTO patents (1976-2016). Task: Predict the product of the given reaction. Given the reactants [O:1]=[C:2]1[CH2:6][CH2:5][C@@H:4]([C:7]2[CH:15]=[CH:14][C:13]([C:16]([O:18][CH3:19])=[O:17])=[C:12]3[C:8]=2[CH:9]=[CH:10][N:11]3[S:20]([C:23]2[CH:29]=[CH:28][C:26]([CH3:27])=[CH:25][CH:24]=2)(=[O:22])=[O:21])[CH2:3]1.CCC(C)[BH-](C(C)CC)C(C)CC.[Li+].[NH4+].[Cl-].CCOC(C)=O, predict the reaction product. The product is: [OH:1][C@H:2]1[CH2:6][CH2:5][C@@H:4]([C:7]2[CH:15]=[CH:14][C:13]([C:16]([O:18][CH3:19])=[O:17])=[C:12]3[C:8]=2[CH:9]=[CH:10][N:11]3[S:20]([C:23]2[CH:24]=[CH:25][C:26]([CH3:27])=[CH:28][CH:29]=2)(=[O:22])=[O:21])[CH2:3]1.